Dataset: Catalyst prediction with 721,799 reactions and 888 catalyst types from USPTO. Task: Predict which catalyst facilitates the given reaction. (1) Product: [CH:9]([O:12][C:13]([N:15]1[CH2:20][CH2:19][CH:18]([CH:21]2[CH2:25][C:24]3[CH:26]=[C:27]([Br:1])[CH:28]=[CH:29][C:23]=3[O:22]2)[CH2:17][CH2:16]1)=[O:14])([CH3:11])[CH3:10]. The catalyst class is: 9. Reactant: [Br:1]N1C(=O)CCC1=O.[CH:9]([O:12][C:13]([N:15]1[CH2:20][CH2:19][CH:18]([CH:21]2[CH2:25][C:24]3[CH:26]=[CH:27][CH:28]=[CH:29][C:23]=3[O:22]2)[CH2:17][CH2:16]1)=[O:14])([CH3:11])[CH3:10].C(OCC)(=O)C.O. (2) Product: [CH3:15][S:16]([O:14][CH2:13][C:3]1[C:2]([F:1])=[C:7]([O:8][CH3:9])[CH:6]=[C:5]([O:10][CH3:11])[C:4]=1[F:12])(=[O:18])=[O:17]. Reactant: [F:1][C:2]1[C:7]([O:8][CH3:9])=[CH:6][C:5]([O:10][CH3:11])=[C:4]([F:12])[C:3]=1[CH2:13][OH:14].[CH3:15][S:16](Cl)(=[O:18])=[O:17]. The catalyst class is: 2. (3) Reactant: [F:1][C:2]1[CH:7]=[CH:6][C:5]([C:8]2[O:12][N:11]=[CH:10][C:9]=2[C:13](OC)=[O:14])=[CH:4][CH:3]=1.[H-].C([Al+]CC(C)C)C(C)C.Cl. Product: [F:1][C:2]1[CH:3]=[CH:4][C:5]([C:8]2[O:12][N:11]=[CH:10][C:9]=2[CH2:13][OH:14])=[CH:6][CH:7]=1. The catalyst class is: 7. (4) Reactant: [S:1]1[C:5]2[CH:6]=[CH:7][C:8]([CH:10]=O)=[CH:9][C:4]=2[CH:3]=[CH:2]1.[CH3:12][C:13]1([CH3:21])[O:20][C:18](=[O:19])[CH2:17][C:15](=[O:16])[O:14]1.N1CCCC1C(O)=O.[CH3:30][S:31][CH2:32][C:33]1[CH:34]=[CH:35][CH:36]=[C:37]2[C:41]=1[NH:40][CH:39]=[CH:38]2. Product: [S:1]1[C:5]2[CH:6]=[CH:7][C:8]([CH:10]([C:38]3[C:37]4[C:41](=[C:33]([CH2:32][S:31][CH3:30])[CH:34]=[CH:35][CH:36]=4)[NH:40][CH:39]=3)[CH:17]3[C:18](=[O:19])[O:20][C:13]([CH3:21])([CH3:12])[O:14][C:15]3=[O:16])=[CH:9][C:4]=2[CH:3]=[CH:2]1. The catalyst class is: 10. (5) Reactant: [C:1]([NH:4][C:5]1[CH:10]=[CH:9][C:8]([S:11](Cl)(=[O:13])=[O:12])=[CH:7][CH:6]=1)(=[O:3])[CH3:2].[NH2:15][C:16]1[S:20][C:19]([C:21]([O:23][CH2:24][CH3:25])=[O:22])=[N:18][N:17]=1.Cl. Product: [C:1]([NH:4][C:5]1[CH:10]=[CH:9][C:8]([S:11]([NH:15][C:16]2[S:20][C:19]([C:21]([O:23][CH2:24][CH3:25])=[O:22])=[N:18][N:17]=2)(=[O:13])=[O:12])=[CH:7][CH:6]=1)(=[O:3])[CH3:2]. The catalyst class is: 17. (6) Reactant: Cl[C:2]1[CH:7]=[C:6]([C:8]2[CH:13]=[CH:12][CH:11]=[CH:10][CH:9]=2)[N:5]=[C:4]([NH:14][C:15](=[O:32])[CH2:16][CH2:17][C:18]([C:20]2[CH:25]=[CH:24][C:23]([O:26][CH2:27][CH3:28])=[C:22]([O:29][CH2:30][CH3:31])[CH:21]=2)=[O:19])[CH:3]=1.[C:33]1(C2C=CC=CC=2)C=CC=CC=1P(C1CCCCC1)C1CCCCC1.C(=O)([O-])[O-].[K+].[K+].CO[CH:66]([C:77]([OH:79])=[O:78])[CH2:67][C:68]1[CH:73]=[CH:72][C:71](B(O)O)=[CH:70][CH:69]=1. Product: [CH2:30]([O:29][C:22]1[CH:21]=[C:20]([C:18](=[O:19])[CH2:17][CH2:16][C:15]([NH:14][C:4]2[CH:3]=[C:2]([C:71]3[CH:70]=[CH:69][C:68]([CH2:67][CH2:66][C:77]([O:79][CH3:33])=[O:78])=[CH:73][CH:72]=3)[CH:7]=[C:6]([C:8]3[CH:13]=[CH:12][CH:11]=[CH:10][CH:9]=3)[N:5]=2)=[O:32])[CH:25]=[CH:24][C:23]=1[O:26][CH2:27][CH3:28])[CH3:31]. The catalyst class is: 110.